This data is from Full USPTO retrosynthesis dataset with 1.9M reactions from patents (1976-2016). The task is: Predict the reactants needed to synthesize the given product. (1) Given the product [ClH:37].[OH:18][CH2:17][C:15]1[CH:16]=[C:11]([O:10][CH2:9][CH2:8][NH:35][CH3:36])[CH:12]=[C:13]([CH2:26][OH:27])[CH:14]=1, predict the reactants needed to synthesize it. The reactants are: C(OC([CH:8]([NH:35][CH3:36])[CH2:9][O:10][C:11]1[CH:16]=[C:15]([C:17](C)(C)[O:18][SiH2]C(C)(C)C)[CH:14]=[C:13]([C:26](C)(C)[O:27][SiH2]C(C)(C)C)[CH:12]=1)=O)(C)(C)C.[ClH:37]. (2) Given the product [Cl:14][C:15]1[N:16]=[N:17][C:18]([Cl:22])=[C:19]([NH:1][C:2]2[CH:7]=[CH:6][CH:5]=[CH:4][C:3]=2[S:8]([CH:11]([CH3:13])[CH3:12])(=[O:10])=[O:9])[N:20]=1, predict the reactants needed to synthesize it. The reactants are: [NH2:1][C:2]1[CH:7]=[CH:6][CH:5]=[CH:4][C:3]=1[S:8]([CH:11]([CH3:13])[CH3:12])(=[O:10])=[O:9].[Cl:14][C:15]1[N:16]=[N:17][C:18]([Cl:22])=[C:19](Cl)[N:20]=1.C(N(CC)CC)C. (3) Given the product [Cl:1][C:2]1[CH:3]=[C:4]([C:5]([N:19]2[C:20]3[C:16](=[CH:15][C:14]([F:13])=[CH:22][CH:21]=3)[CH2:17][CH2:18]2)=[O:7])[CH:8]=[C:9]([O:11][CH3:12])[N:10]=1, predict the reactants needed to synthesize it. The reactants are: [Cl:1][C:2]1[CH:3]=[C:4]([CH:8]=[C:9]([O:11][CH3:12])[N:10]=1)[C:5]([OH:7])=O.[F:13][C:14]1[CH:15]=[C:16]2[C:20](=[CH:21][CH:22]=1)[NH:19][CH2:18][CH2:17]2.CN(C(ON1N=NC2C=CC=CC1=2)=[N+](C)C)C.[B-](F)(F)(F)F. (4) Given the product [Cl:1][C:2]1[CH:3]=[CH:4][C:5]([C:8]2[N:9]([CH2:23][C@H:24]([OH:29])[C:25]([F:26])([F:28])[F:27])[C:10](=[O:22])[N:11]([CH2:13][C:14]3[N:18]=[C:17]([CH:19]([OH:21])[CH3:20])[N:16]([C:35]4[CH:34]=[CH:33][CH:32]=[C:31]([CH3:30])[CH:36]=4)[N:15]=3)[N:12]=2)=[CH:6][CH:7]=1, predict the reactants needed to synthesize it. The reactants are: [Cl:1][C:2]1[CH:7]=[CH:6][C:5]([C:8]2[N:9]([CH2:23][C@H:24]([OH:29])[C:25]([F:28])([F:27])[F:26])[C:10](=[O:22])[N:11]([CH2:13][C:14]3[N:18]=[C:17]([CH:19]([OH:21])[CH3:20])[NH:16][N:15]=3)[N:12]=2)=[CH:4][CH:3]=1.[CH3:30][C:31]1[CH:32]=[C:33](B(O)O)[CH:34]=[CH:35][CH:36]=1. (5) Given the product [C:25]([O:29][C:30](=[O:33])[CH2:31][NH:32][CH2:16][C:13]1[S:12][C:11]([NH:10][C:8]([N:7]([CH:18]2[CH2:19][CH2:20][CH2:21][CH2:22][CH2:23]2)[CH:1]2[CH2:6][CH2:5][CH2:4][CH2:3][CH2:2]2)=[O:9])=[N:15][CH:14]=1)([CH3:28])([CH3:27])[CH3:26], predict the reactants needed to synthesize it. The reactants are: [CH:1]1([N:7]([CH:18]2[CH2:23][CH2:22][CH2:21][CH2:20][CH2:19]2)[C:8]([NH:10][C:11]2[S:12][C:13]([CH:16]=O)=[CH:14][N:15]=2)=[O:9])[CH2:6][CH2:5][CH2:4][CH2:3][CH2:2]1.Cl.[C:25]([O:29][C:30](=[O:33])[CH2:31][NH2:32])([CH3:28])([CH3:27])[CH3:26].C(O[BH-](OC(=O)C)OC(=O)C)(=O)C.[Na+]. (6) Given the product [CH:1]12[CH:9]([C:10]3[CH:23]=[CH:22][C:13]([O:14][CH2:15][C@H:16]4[O:20][C:19]5=[N:21][C:27](=[O:26])[CH:28]=[C:29]([CH3:30])[N:18]5[CH2:17]4)=[CH:12][CH:11]=3)[CH:5]([CH2:4][CH2:3][CH2:2]1)[CH2:6][CH2:7][CH2:8]2, predict the reactants needed to synthesize it. The reactants are: [CH:1]12[CH:9]([C:10]3[CH:23]=[CH:22][C:13]([O:14][CH2:15][C@H:16]4[O:20][C:19]([NH2:21])=[N:18][CH2:17]4)=[CH:12][CH:11]=3)[CH:5]([CH2:6][CH2:7][CH2:8]1)[CH2:4][CH2:3][CH2:2]2.C([O:26][C:27](=O)[C:28]#[C:29][CH3:30])C.